This data is from Cav3 T-type calcium channel HTS with 100,875 compounds. The task is: Binary Classification. Given a drug SMILES string, predict its activity (active/inactive) in a high-throughput screening assay against a specified biological target. (1) The molecule is Clc1ccc(c2scc(n2)c2n(CC=C)c(=S)[nH]n2)cc1. The result is 0 (inactive). (2) The compound is O=C(N)c1c(/N=C\c2ncccc2)cccc1. The result is 0 (inactive). (3) The drug is O1CCC(OC(=O)c2c3c(nc(c2)C)cccc3)C1=O. The result is 0 (inactive). (4) The compound is s1c2c(CCCC2)c2c(N3CCN(CC3)C(=O)c3occc3)nc(nc12)C. The result is 0 (inactive). (5) The compound is S=C(NC(=O)/C=C\c1cc(OC)c(OC)cc1)NNC(=O)c1cccnc1. The result is 0 (inactive).